Dataset: NCI-60 drug combinations with 297,098 pairs across 59 cell lines. Task: Regression. Given two drug SMILES strings and cell line genomic features, predict the synergy score measuring deviation from expected non-interaction effect. Drug 1: C1=C(C(=O)NC(=O)N1)F. Drug 2: C1C(C(OC1N2C=NC3=C(N=C(N=C32)Cl)N)CO)O. Cell line: CAKI-1. Synergy scores: CSS=27.9, Synergy_ZIP=3.38, Synergy_Bliss=2.28, Synergy_Loewe=5.73, Synergy_HSA=6.23.